From a dataset of Catalyst prediction with 721,799 reactions and 888 catalyst types from USPTO. Predict which catalyst facilitates the given reaction. (1) Reactant: [C:1]([C:4]1[CH:5]=[C:6]([CH:11]=[C:12]([Cl:14])[CH:13]=1)[C:7](OC)=[O:8])(=[O:3])[NH2:2].[H-].[Al+3].[Li+].[H-].[H-].[H-].O.O.O.O.O.O.O.O.O.O.S([O-])([O-])(=O)=O.[Na+].[Na+]. Product: [Cl:14][C:12]1[CH:13]=[C:4]([CH:5]=[C:6]([CH2:7][OH:8])[CH:11]=1)[C:1]([NH2:2])=[O:3]. The catalyst class is: 1. (2) Reactant: Cl[C:2]1[CH:3]=[CH:4][C:5]2[NH:10][C:9](=[O:11])[CH2:8][N:7]([C:12]([NH:14][CH:15]([C:18]3[CH:23]=[CH:22][C:21]([O:24][C:25]([F:28])([F:27])[F:26])=[CH:20][CH:19]=3)[CH2:16][CH3:17])=[O:13])[C:6]=2[N:29]=1.[CH2:30](B1OC(C)(C)C(C)(C)O1)[C:31]1[CH:36]=[CH:35][CH:34]=[CH:33][CH:32]=1.COCCOC.C(=O)([O-])[O-].[Cs+].[Cs+]. The catalyst class is: 6. Product: [CH2:30]([C:2]1[CH:3]=[CH:4][C:5]2[NH:10][C:9](=[O:11])[CH2:8][N:7]([C:12]([NH:14][CH:15]([C:18]3[CH:19]=[CH:20][C:21]([O:24][C:25]([F:28])([F:27])[F:26])=[CH:22][CH:23]=3)[CH2:16][CH3:17])=[O:13])[C:6]=2[N:29]=1)[C:31]1[CH:36]=[CH:35][CH:34]=[CH:33][CH:32]=1. (3) The catalyst class is: 64. Product: [CH3:23][C:22]1[CH:24]=[CH:25][C:19]([S:16]([O:15][CH2:14][C@H:10]2[O:11][CH2:12][CH2:13][N:8]([CH2:1][C:2]3[CH:3]=[CH:4][CH:5]=[CH:6][CH:7]=3)[CH2:9]2)(=[O:18])=[O:17])=[CH:20][CH:21]=1. Reactant: [CH2:1]([N:8]1[CH2:13][CH2:12][O:11][C@H:10]([CH2:14][OH:15])[CH2:9]1)[C:2]1[CH:7]=[CH:6][CH:5]=[CH:4][CH:3]=1.[S:16](Cl)([C:19]1[CH:25]=[CH:24][C:22]([CH3:23])=[CH:21][CH:20]=1)(=[O:18])=[O:17].CCN(CC)CC. (4) Reactant: [CH3:1][O:2][C:3]1[CH:20]=[CH:19][C:6]([C:7]([C:9]2[CH:10]=[C:11]([S:15](Cl)(=[O:17])=[O:16])[CH:12]=[CH:13][CH:14]=2)=[O:8])=[CH:5][CH:4]=1.[NH3:21]. Product: [CH3:1][O:2][C:3]1[CH:20]=[CH:19][C:6]([C:7]([C:9]2[CH:10]=[C:11]([S:15]([NH2:21])(=[O:17])=[O:16])[CH:12]=[CH:13][CH:14]=2)=[O:8])=[CH:5][CH:4]=1. The catalyst class is: 98. (5) Reactant: C(OC([NH:8][CH2:9][C:10]1[N:11]([CH2:36][CH:37]([CH3:39])[CH3:38])[C:12](=[O:35])[C:13]2[C:18]([C:19]=1[C:20]1[CH:25]=[CH:24][CH:23]=[CH:22][CH:21]=1)=[CH:17][C:16]([C:26]1[S:27][C:28]([C:32]([OH:34])=[O:33])=[C:29]([CH3:31])[N:30]=1)=[CH:15][CH:14]=2)=O)(C)(C)C.[ClH:40]. Product: [ClH:40].[NH2:8][CH2:9][C:10]1[N:11]([CH2:36][CH:37]([CH3:39])[CH3:38])[C:12](=[O:35])[C:13]2[C:18]([C:19]=1[C:20]1[CH:21]=[CH:22][CH:23]=[CH:24][CH:25]=1)=[CH:17][C:16]([C:26]1[S:27][C:28]([C:32]([OH:34])=[O:33])=[C:29]([CH3:31])[N:30]=1)=[CH:15][CH:14]=2. The catalyst class is: 13. (6) Reactant: [CH3:1][O:2][C:3]1[CH:4]=[C:5]([S:11]([N:14]2[CH2:18][CH2:17][C@@H:16]([NH:19][S:20]([C:23]3[CH:28]=[CH:27][C:26]([O:29][CH3:30])=[C:25]([O:31][CH3:32])[CH:24]=3)(=[O:22])=[O:21])[CH2:15]2)(=[O:13])=[O:12])[CH:6]=[CH:7][C:8]=1[O:9][CH3:10].Cl.Cl.N1C[CH2:38][C@@H:37](N)[CH2:36]1.C(N(CC)CC)C.COC1C=C(S(Cl)(=O)=O)C=CC=1OC. Product: [CH3:1][O:2][C:3]1[CH:4]=[C:5]([S:11]([N:14]2[CH2:18][CH2:17][C@@H:16]([N:19]([CH2:36][CH2:37][CH3:38])[S:20]([C:23]3[CH:28]=[CH:27][C:26]([O:29][CH3:30])=[C:25]([O:31][CH3:32])[CH:24]=3)(=[O:22])=[O:21])[CH2:15]2)(=[O:12])=[O:13])[CH:6]=[CH:7][C:8]=1[O:9][CH3:10]. The catalyst class is: 473.